Dataset: NCI-60 drug combinations with 297,098 pairs across 59 cell lines. Task: Regression. Given two drug SMILES strings and cell line genomic features, predict the synergy score measuring deviation from expected non-interaction effect. (1) Drug 1: CC1=C(C=C(C=C1)NC2=NC=CC(=N2)N(C)C3=CC4=NN(C(=C4C=C3)C)C)S(=O)(=O)N.Cl. Drug 2: CC1=C(N=C(N=C1N)C(CC(=O)N)NCC(C(=O)N)N)C(=O)NC(C(C2=CN=CN2)OC3C(C(C(C(O3)CO)O)O)OC4C(C(C(C(O4)CO)O)OC(=O)N)O)C(=O)NC(C)C(C(C)C(=O)NC(C(C)O)C(=O)NCCC5=NC(=CS5)C6=NC(=CS6)C(=O)NCCC[S+](C)C)O. Cell line: NCI-H226. Synergy scores: CSS=13.1, Synergy_ZIP=-5.38, Synergy_Bliss=-3.21, Synergy_Loewe=-1.09, Synergy_HSA=-0.136. (2) Cell line: MCF7. Drug 1: C1CN1C2=NC(=NC(=N2)N3CC3)N4CC4. Drug 2: CCC1(CC2CC(C3=C(CCN(C2)C1)C4=CC=CC=C4N3)(C5=C(C=C6C(=C5)C78CCN9C7C(C=CC9)(C(C(C8N6C)(C(=O)OC)O)OC(=O)C)CC)OC)C(=O)OC)O.OS(=O)(=O)O. Synergy scores: CSS=21.4, Synergy_ZIP=-0.735, Synergy_Bliss=4.71, Synergy_Loewe=3.30, Synergy_HSA=3.53. (3) Drug 1: C1=CN(C=N1)CC(O)(P(=O)(O)O)P(=O)(O)O. Drug 2: C1CNP(=O)(OC1)N(CCCl)CCCl. Cell line: SNB-19. Synergy scores: CSS=-2.95, Synergy_ZIP=2.80, Synergy_Bliss=3.54, Synergy_Loewe=-1.54, Synergy_HSA=-1.20. (4) Drug 1: C1=CC(=CC=C1CCCC(=O)O)N(CCCl)CCCl. Drug 2: C1=CN(C(=O)N=C1N)C2C(C(C(O2)CO)O)O.Cl. Cell line: MDA-MB-435. Synergy scores: CSS=3.22, Synergy_ZIP=-3.28, Synergy_Bliss=-3.41, Synergy_Loewe=-8.34, Synergy_HSA=-4.00. (5) Drug 1: CS(=O)(=O)CCNCC1=CC=C(O1)C2=CC3=C(C=C2)N=CN=C3NC4=CC(=C(C=C4)OCC5=CC(=CC=C5)F)Cl. Drug 2: CN1C2=C(C=C(C=C2)N(CCCl)CCCl)N=C1CCCC(=O)O.Cl. Cell line: SF-295. Synergy scores: CSS=4.73, Synergy_ZIP=-0.367, Synergy_Bliss=2.90, Synergy_Loewe=0.491, Synergy_HSA=1.21. (6) Drug 1: CC1C(C(=O)NC(C(=O)N2CCCC2C(=O)N(CC(=O)N(C(C(=O)O1)C(C)C)C)C)C(C)C)NC(=O)C3=C4C(=C(C=C3)C)OC5=C(C(=O)C(=C(C5=N4)C(=O)NC6C(OC(=O)C(N(C(=O)CN(C(=O)C7CCCN7C(=O)C(NC6=O)C(C)C)C)C)C(C)C)C)N)C. Drug 2: CCCCCOC(=O)NC1=NC(=O)N(C=C1F)C2C(C(C(O2)C)O)O. Cell line: SF-268. Synergy scores: CSS=-1.01, Synergy_ZIP=0.911, Synergy_Bliss=0.771, Synergy_Loewe=-2.33, Synergy_HSA=-2.43. (7) Drug 1: C1=CC=C(C=C1)NC(=O)CCCCCCC(=O)NO. Drug 2: C1CNP(=O)(OC1)N(CCCl)CCCl. Cell line: MOLT-4. Synergy scores: CSS=48.1, Synergy_ZIP=-0.0566, Synergy_Bliss=-1.57, Synergy_Loewe=-72.6, Synergy_HSA=-2.60.